Dataset: Reaction yield outcomes from USPTO patents with 853,638 reactions. Task: Predict the reaction yield, written as a fraction of the theoretical maximum amount of product (1.0 means a 100% yield; for example, 0.34 means a 34% yield). (1) The reactants are [NH:1]1[C:9]2[C:4](=[CH:5][CH:6]=[CH:7][CH:8]=2)[C:3]([C:10]([O:12][CH3:13])=[O:11])=[N:2]1.Br[CH2:15][C:16]1[CH:21]=[CH:20][C:19]([S:22]([CH2:25][CH3:26])(=[O:24])=[O:23])=[CH:18][CH:17]=1.C(=O)([O-])[O-].[Cs+].[Cs+]. The catalyst is CN(C=O)C. The product is [CH2:25]([S:22]([C:19]1[CH:20]=[CH:21][C:16]([CH2:15][N:1]2[C:9]3[C:4](=[CH:5][CH:6]=[CH:7][CH:8]=3)[C:3]([C:10]([O:12][CH3:13])=[O:11])=[N:2]2)=[CH:17][CH:18]=1)(=[O:24])=[O:23])[CH3:26]. The yield is 0.440. (2) The reactants are [Cl:1][C:2]1[N:7]=[C:6]([CH2:8][C:9]([C:11]2[C:12]([F:24])=[C:13]([NH:17][C:18](=[O:23])[O:19][CH2:20][CH:21]=[CH2:22])[CH:14]=[CH:15][CH:16]=2)=O)[CH:5]=[CH:4][N:3]=1.C1C(=O)N(Br)C(=O)C1.[CH3:33][C:34]([CH3:39])([CH3:38])[C:35](=[S:37])[NH2:36].O. The catalyst is CC(N(C)C)=O. The product is [Cl:1][C:2]1[N:7]=[C:6]([C:8]2[S:37][C:35]([C:34]([CH3:39])([CH3:38])[CH3:33])=[N:36][C:9]=2[C:11]2[C:12]([F:24])=[C:13]([NH:17][C:18](=[O:23])[O:19][CH2:20][CH:21]=[CH2:22])[CH:14]=[CH:15][CH:16]=2)[CH:5]=[CH:4][N:3]=1. The yield is 0.354. (3) The reactants are [CH2:1]([C@H:8]([NH:33][C:34](=[O:46])[C@@H:35]([N:39]1[CH2:44][CH2:43][CH2:42][NH:41][C:40]1=[O:45])[CH:36]([CH3:38])[CH3:37])[CH2:9][C@H:10]([OH:32])[C@@H:11]([NH:19][C:20](=[O:31])[CH2:21][O:22][C:23]1[C:28]([CH3:29])=[CH:27][CH:26]=[CH:25][C:24]=1[CH3:30])[CH2:12][C:13]1[CH:18]=[CH:17][CH:16]=[CH:15][CH:14]=1)[C:2]1[CH:7]=[CH:6][CH:5]=[CH:4][CH:3]=1.[CH2:47]([S:49][CH2:50][CH3:51])[CH3:48].C(OOC(=O)C1C=CC=CC=1)(=O)C1C=CC=CC=1. The catalyst is C(#N)C.C(OCC)(=O)C. The product is [CH2:1]([C@H:8]([NH:33][C:34](=[O:46])[C@@H:35]([N:39]1[CH2:44][CH2:43][CH2:42][NH:41][C:40]1=[O:45])[CH:36]([CH3:38])[CH3:37])[CH2:9][C@H:10]([O:32][CH:47]([S:49][CH2:50][CH3:51])[CH3:48])[C@@H:11]([NH:19][C:20](=[O:31])[CH2:21][O:22][C:23]1[C:24]([CH3:30])=[CH:25][CH:26]=[CH:27][C:28]=1[CH3:29])[CH2:12][C:13]1[CH:14]=[CH:15][CH:16]=[CH:17][CH:18]=1)[C:2]1[CH:7]=[CH:6][CH:5]=[CH:4][CH:3]=1. The yield is 0.610. (4) The reactants are C(OC([N:11]1[CH2:16][CH2:15][CH:14]([N:17]2[C:25]3[CH2:24][CH2:23][N:22]([C:26]([O:28][C:29]([CH3:32])([CH3:31])[CH3:30])=[O:27])[CH2:21][C:20]=3[C:19]([N:33]3[C:42]4[C:37](=[CH:38][C:39]([C:46]5[CH:47]=[N:48][N:49]([CH3:51])[CH:50]=5)=[C:40]([CH:43]([F:45])[F:44])[CH:41]=4)[CH2:36][CH2:35][CH2:34]3)=[N:18]2)[CH2:13][CH2:12]1)=O)C1C=CC=CC=1. The catalyst is CO.[Pd]. The product is [F:45][CH:43]([F:44])[C:40]1[CH:41]=[C:42]2[C:37]([CH2:36][CH2:35][CH2:34][N:33]2[C:19]2[C:20]3[CH2:21][N:22]([C:26]([O:28][C:29]([CH3:32])([CH3:31])[CH3:30])=[O:27])[CH2:23][CH2:24][C:25]=3[N:17]([CH:14]3[CH2:13][CH2:12][NH:11][CH2:16][CH2:15]3)[N:18]=2)=[CH:38][C:39]=1[C:46]1[CH:47]=[N:48][N:49]([CH3:51])[CH:50]=1. The yield is 0.800.